Dataset: Reaction yield outcomes from USPTO patents with 853,638 reactions. Task: Predict the reaction yield, written as a fraction of the theoretical maximum amount of product (1.0 means a 100% yield; for example, 0.34 means a 34% yield). (1) The reactants are [Br:1][CH:2]([CH3:6])[C:3]([OH:5])=[O:4].[CH2:7](O)[C:8]1[CH:13]=[CH:12][CH:11]=[CH:10][CH:9]=1. The catalyst is C1CCCCC1.O.C1(C)C=CC(S(O)(=O)=O)=CC=1. The product is [Br:1][CH:2]([CH3:6])[C:3]([O:5][CH2:7][C:8]1[CH:13]=[CH:12][CH:11]=[CH:10][CH:9]=1)=[O:4]. The yield is 0.870. (2) The reactants are [Na:1].[CH3:2][C:3]1([CH3:31])[O:8]C[CH:6]([CH2:9][O:10][C:11]2[C:16](C)=[CH:15][N:14]=[C:13]([CH2:18][S:19]([C:21]3[NH:25][C:24]4[CH:26]=[CH:27][CH:28]=[CH:29][C:23]=4[N:22]=3)=[O:20])[C:12]=2[CH3:30])[CH2:5][O:4]1.CC1(C)OC(CO)CO1.ClC1C=C[N+]([O-])=C(C)C=1C.[F:51]C1C=CC2NC(S)=NC=2C=1. No catalyst specified. The product is [Na:1].[CH3:2][C:3]1([CH3:31])[O:8][CH:6]([CH2:9][O:10][C:11]2[CH:16]=[CH:15][N:14]=[C:13]([CH2:18][S:19]([C:21]3[NH:25][C:24]4[CH:26]=[CH:27][C:28]([F:51])=[CH:29][C:23]=4[N:22]=3)=[O:20])[C:12]=2[CH3:30])[CH2:5][O:4]1. The yield is 0.141. (3) The reactants are Cl[C:2]1[C:11]2[C:6](=[CH:7][C:8]([O:14][CH3:15])=[C:9]([O:12][CH3:13])[CH:10]=2)[N:5]2[N:16]=[N:17][C:18]([S:19]([C:22]3[CH:27]=[CH:26][CH:25]=[CH:24][CH:23]=3)(=[O:21])=[O:20])=[C:4]2[N:3]=1.[CH2:28]([NH:30][CH2:31][CH3:32])[CH3:29]. The catalyst is CN(C=O)C. The product is [CH2:28]([N:30]([CH2:31][CH3:32])[C:2]1[C:11]2[C:6](=[CH:7][C:8]([O:14][CH3:15])=[C:9]([O:12][CH3:13])[CH:10]=2)[N:5]2[N:16]=[N:17][C:18]([S:19]([C:22]3[CH:27]=[CH:26][CH:25]=[CH:24][CH:23]=3)(=[O:21])=[O:20])=[C:4]2[N:3]=1)[CH3:29]. The yield is 0.820. (4) The reactants are [C:1]([O:5][C:6]([NH:8][C@H:9]1[CH2:14][CH2:13][C@@H:12](Cl)[CH:11]=[CH:10]1)=[O:7])([CH3:4])([CH3:3])[CH3:2].[N-:16]=[N+:17]=[N-:18].[Na+]. The catalyst is CN(C=O)C.[Cl-].[Na+].O.C(OCC)(=O)C.O. The product is [N:16]([C@H:12]1[CH2:13][CH2:14][C@H:9]([NH:8][C:6]([O:5][C:1]([CH3:4])([CH3:3])[CH3:2])=[O:7])[CH:10]=[CH:11]1)=[N+:17]=[N-:18]. The yield is 0.600. (5) The reactants are [Si:1]([O:8][C@H:9]([C@H:11]([N:15]1[CH:19]=[C:18]([C:20]([O:22][CH2:23][CH3:24])=[O:21])[N:17]=[CH:16]1)[CH2:12][CH2:13][OH:14])[CH3:10])([C:4]([CH3:7])([CH3:6])[CH3:5])([CH3:3])[CH3:2].[CH3:25][S:26](Cl)(=[O:28])=[O:27].C(N(CC)CC)C. The catalyst is ClCCl. The product is [Si:1]([O:8][C@H:9]([C@H:11]([N:15]1[CH:19]=[C:18]([C:20]([O:22][CH2:23][CH3:24])=[O:21])[N:17]=[CH:16]1)[CH2:12][CH2:13][O:14][S:26]([CH3:25])(=[O:28])=[O:27])[CH3:10])([C:4]([CH3:7])([CH3:5])[CH3:6])([CH3:3])[CH3:2]. The yield is 1.05. (6) The reactants are [NH2:1][C:2]1[N:3]=[CH:4][C:5]([C:9]([O:11][CH3:12])=[O:10])=[N:6][C:7]=1[Br:8].Br[CH:14]([CH3:20])[CH:15](OC)OC.C1(C)C=CC(S(O)(=O)=O)=CC=1. The catalyst is C(#N)C. The product is [Br:8][C:7]1[C:2]2[N:3]([C:14]([CH3:20])=[CH:15][N:1]=2)[CH:4]=[C:5]([C:9]([O:11][CH3:12])=[O:10])[N:6]=1. The yield is 0.690. (7) The reactants are [F:1][C:2]1[C:24]([S:25][CH:26]2[CH2:31][CH2:30][N:29]([C:32]([CH3:37])([CH3:36])[C:33]([OH:35])=O)[CH2:28][CH2:27]2)=[CH:23][C:5]2[C:6]3[N:10]([CH2:11][CH2:12][O:13][C:4]=2[CH:3]=1)[CH:9]=[C:8]([C:14]1[N:15]([CH:20]([CH3:22])[CH3:21])[N:16]=[C:17]([CH3:19])[N:18]=1)[N:7]=3.CC[N:40](C(C)C)C(C)C.C1C=CC2N(O)N=NC=2C=1.N.CCN=C=NCCCN(C)C. The catalyst is CN(C=O)C. The product is [F:1][C:2]1[C:24]([S:25][CH:26]2[CH2:31][CH2:30][N:29]([C:32]([CH3:36])([CH3:37])[C:33]([NH2:40])=[O:35])[CH2:28][CH2:27]2)=[CH:23][C:5]2[C:6]3[N:10]([CH2:11][CH2:12][O:13][C:4]=2[CH:3]=1)[CH:9]=[C:8]([C:14]1[N:15]([CH:20]([CH3:21])[CH3:22])[N:16]=[C:17]([CH3:19])[N:18]=1)[N:7]=3. The yield is 0.560. (8) The reactants are [CH:1]1([C:4]([NH:6][C:7]2[CH:8]=[CH:9][CH:10]=[C:11]3[C:15]=2[C:14](=[O:16])[N:13]([CH:17]([C:22]2[CH:27]=[CH:26][C:25]([O:28][CH:29]([F:31])[F:30])=[C:24]([O:32][CH2:33][CH3:34])[CH:23]=2)[CH2:18][C:19](O)=[O:20])[CH2:12]3)=[O:5])[CH2:3][CH2:2]1.C1N=C[N:37](C(N2C=NC=C2)=O)C=1.[NH4+].[OH-]. The catalyst is C1COCC1. The product is [C:19]([CH2:18][CH:17]([N:13]1[C:14](=[O:16])[C:15]2[C:11](=[CH:10][CH:9]=[CH:8][C:7]=2[NH:6][C:4]([CH:1]2[CH2:3][CH2:2]2)=[O:5])[CH2:12]1)[C:22]1[CH:27]=[CH:26][C:25]([O:28][CH:29]([F:30])[F:31])=[C:24]([O:32][CH2:33][CH3:34])[CH:23]=1)(=[O:20])[NH2:37]. The yield is 0.700. (9) The reactants are Br[C:2]1[CH:7]=[CH:6][C:5]2[C:8]3[CH2:9][N:10]([C:15]([O:17][C:18]([CH3:21])([CH3:20])[CH3:19])=[O:16])[CH2:11][CH2:12][C:13]=3[O:14][C:4]=2[CH:3]=1.[F:22][C:23]([F:40])([F:39])[C:24]1[CH:25]=[CH:26][C:27]([CH2:30][O:31][C:32]2[CH:37]=[CH:36][NH:35][C:34](=[O:38])[CH:33]=2)=[N:28][CH:29]=1. No catalyst specified. The product is [O:38]=[C:34]1[CH:33]=[C:32]([O:31][CH2:30][C:27]2[CH:26]=[CH:25][C:24]([C:23]([F:40])([F:22])[F:39])=[CH:29][N:28]=2)[CH:37]=[CH:36][N:35]1[C:2]1[CH:7]=[CH:6][C:5]2[C:8]3[CH2:9][N:10]([C:15]([O:17][C:18]([CH3:21])([CH3:20])[CH3:19])=[O:16])[CH2:11][CH2:12][C:13]=3[O:14][C:4]=2[CH:3]=1. The yield is 0.260.